This data is from Forward reaction prediction with 1.9M reactions from USPTO patents (1976-2016). The task is: Predict the product of the given reaction. (1) Given the reactants [NH2:1][CH:2]([CH2:6][CH2:7][CH2:8][CH2:9][NH:10][C:11]([O:13][CH2:14][C:15]1[CH:20]=[CH:19][C:18]([N:21]=[N+:22]=[N-:23])=[CH:17][CH:16]=1)=[O:12])[C:3]([OH:5])=[O:4].C(=O)(O)[O-].[Na+].[CH3:29][C:30]([O:33][C:34](O[C:34]([O:33][C:30]([CH3:32])([CH3:31])[CH3:29])=[O:35])=[O:35])([CH3:32])[CH3:31].S(=O)(=O)(O)[O-].[K+], predict the reaction product. The product is: [N:21]([C:18]1[CH:17]=[CH:16][C:15]([CH2:14][O:13][C:11]([NH:10][CH2:9][CH2:8][CH2:7][CH2:6][C@H:2]([NH:1][C:34]([O:33][C:30]([CH3:32])([CH3:31])[CH3:29])=[O:35])[C:3]([OH:5])=[O:4])=[O:12])=[CH:20][CH:19]=1)=[N+:22]=[N-:23]. (2) Given the reactants [CH2:1]([C:9]1[C:17]2[S:18][CH:19]=[CH:20][C:16]=2[C:15]([CH2:21][CH2:22][CH2:23][CH2:24][CH2:25][CH2:26][CH2:27][CH3:28])=[C:11]2[S:12][CH:13]=[CH:14][C:10]=12)[CH2:2][CH2:3][CH2:4][CH2:5][CH2:6][CH2:7][CH3:8].C([Li])CCC.[CH3:34][Sn:35](Cl)([CH3:37])[CH3:36], predict the reaction product. The product is: [CH3:34][Sn:35]([CH3:37])([CH3:36])[C:13]1[S:12][C:11]2=[C:15]([CH2:21][CH2:22][CH2:23][CH2:24][CH2:25][CH2:26][CH2:27][CH3:28])[C:16]3[CH:20]=[C:19]([Sn:35]([CH3:37])([CH3:36])[CH3:34])[S:18][C:17]=3[C:9]([CH2:1][CH2:2][CH2:3][CH2:4][CH2:5][CH2:6][CH2:7][CH3:8])=[C:10]2[CH:14]=1. (3) Given the reactants [N:1]1([C:6]2[N:10]3[CH2:11][CH2:12][NH:13][CH2:14][C:9]3=[N:8][N:7]=2)[CH:5]=[CH:4][CH:3]=[N:2]1.C(N(CC)CC)C.[Cl:22][C:23]1[C:31]([F:32])=[C:30]([Cl:33])[CH:29]=[CH:28][C:24]=1[C:25](Cl)=[O:26].C([O-])(O)=O.[Na+], predict the reaction product. The product is: [Cl:22][C:23]1[C:31]([F:32])=[C:30]([Cl:33])[CH:29]=[CH:28][C:24]=1[C:25]([N:13]1[CH2:12][CH2:11][N:10]2[C:6]([N:1]3[CH:5]=[CH:4][CH:3]=[N:2]3)=[N:7][N:8]=[C:9]2[CH2:14]1)=[O:26]. (4) The product is: [CH2:1]([C:3]1[N:4]([CH2:14][C:15]2[CH:20]=[CH:19][CH:18]=[CH:17][CH:16]=2)[C:5]2[C:10]([CH:11]=1)=[C:9]([OH:12])[CH:8]=[CH:7][CH:6]=2)[CH3:2]. Given the reactants [CH2:1]([C:3]1[N:4]([CH2:14][C:15]2[CH:20]=[CH:19][CH:18]=[CH:17][CH:16]=2)[C:5]2[C:10]([CH:11]=1)=[C:9]([O:12]C)[CH:8]=[CH:7][CH:6]=2)[CH3:2].B(Br)(Br)Br, predict the reaction product.